The task is: Regression. Given two drug SMILES strings and cell line genomic features, predict the synergy score measuring deviation from expected non-interaction effect.. This data is from NCI-60 drug combinations with 297,098 pairs across 59 cell lines. (1) Drug 1: CC1OCC2C(O1)C(C(C(O2)OC3C4COC(=O)C4C(C5=CC6=C(C=C35)OCO6)C7=CC(=C(C(=C7)OC)O)OC)O)O. Drug 2: CCC(=C(C1=CC=CC=C1)C2=CC=C(C=C2)OCCN(C)C)C3=CC=CC=C3.C(C(=O)O)C(CC(=O)O)(C(=O)O)O. Cell line: SR. Synergy scores: CSS=49.2, Synergy_ZIP=-1.44, Synergy_Bliss=-3.29, Synergy_Loewe=-23.1, Synergy_HSA=-2.41. (2) Drug 1: C1=CC(=CC=C1CC(C(=O)O)N)N(CCCl)CCCl.Cl. Drug 2: C1C(C(OC1N2C=NC(=NC2=O)N)CO)O. Cell line: HL-60(TB). Synergy scores: CSS=67.2, Synergy_ZIP=7.42, Synergy_Bliss=8.97, Synergy_Loewe=3.42, Synergy_HSA=8.98. (3) Drug 1: C1=CN(C(=O)N=C1N)C2C(C(C(O2)CO)O)O.Cl. Drug 2: C1CN(CCN1C(=O)CCBr)C(=O)CCBr. Cell line: A498. Synergy scores: CSS=17.6, Synergy_ZIP=-6.19, Synergy_Bliss=-2.06, Synergy_Loewe=-0.265, Synergy_HSA=0.789. (4) Drug 1: C1CC(C1)(C(=O)O)C(=O)O.[NH2-].[NH2-].[Pt+2]. Drug 2: COCCOC1=C(C=C2C(=C1)C(=NC=N2)NC3=CC=CC(=C3)C#C)OCCOC.Cl. Cell line: HCT-15. Synergy scores: CSS=17.9, Synergy_ZIP=-4.12, Synergy_Bliss=0.362, Synergy_Loewe=4.70, Synergy_HSA=4.79. (5) Drug 1: CN1C2=C(C=C(C=C2)N(CCCl)CCCl)N=C1CCCC(=O)O.Cl. Drug 2: COC1=NC(=NC2=C1N=CN2C3C(C(C(O3)CO)O)O)N. Cell line: HCT-15. Synergy scores: CSS=64.2, Synergy_ZIP=-3.58, Synergy_Bliss=-5.95, Synergy_Loewe=-26.4, Synergy_HSA=-3.72. (6) Drug 1: C1CC(=O)NC(=O)C1N2CC3=C(C2=O)C=CC=C3N. Drug 2: CCN(CC)CCNC(=O)C1=C(NC(=C1C)C=C2C3=C(C=CC(=C3)F)NC2=O)C. Cell line: MALME-3M. Synergy scores: CSS=6.83, Synergy_ZIP=-0.366, Synergy_Bliss=2.95, Synergy_Loewe=-5.40, Synergy_HSA=0.340. (7) Drug 1: CC1CCC2CC(C(=CC=CC=CC(CC(C(=O)C(C(C(=CC(C(=O)CC(OC(=O)C3CCCCN3C(=O)C(=O)C1(O2)O)C(C)CC4CCC(C(C4)OC)O)C)C)O)OC)C)C)C)OC. Drug 2: CC(C)(C#N)C1=CC(=CC(=C1)CN2C=NC=N2)C(C)(C)C#N. Cell line: SW-620. Synergy scores: CSS=3.62, Synergy_ZIP=0.486, Synergy_Bliss=3.22, Synergy_Loewe=4.07, Synergy_HSA=3.49. (8) Drug 1: C1=CC(=CC=C1C#N)C(C2=CC=C(C=C2)C#N)N3C=NC=N3. Drug 2: CCCCC(=O)OCC(=O)C1(CC(C2=C(C1)C(=C3C(=C2O)C(=O)C4=C(C3=O)C=CC=C4OC)O)OC5CC(C(C(O5)C)O)NC(=O)C(F)(F)F)O. Cell line: UO-31. Synergy scores: CSS=44.8, Synergy_ZIP=10.8, Synergy_Bliss=9.14, Synergy_Loewe=7.00, Synergy_HSA=7.31.